This data is from Forward reaction prediction with 1.9M reactions from USPTO patents (1976-2016). The task is: Predict the product of the given reaction. Given the reactants Br[C:2]1[CH:7]=[CH:6][CH:5]=[CH:4][N:3]=1.[C:8]([C:10]1[CH:15]=[CH:14][C:13](B(O)O)=[CH:12][CH:11]=1)#[N:9], predict the reaction product. The product is: [N:3]1[CH:4]=[CH:5][CH:6]=[CH:7][C:2]=1[C:13]1[CH:14]=[CH:15][C:10]([C:8]#[N:9])=[CH:11][CH:12]=1.